This data is from HIV replication inhibition screening data with 41,000+ compounds from the AIDS Antiviral Screen. The task is: Binary Classification. Given a drug SMILES string, predict its activity (active/inactive) in a high-throughput screening assay against a specified biological target. (1) The drug is Nc1ccc(C(=O)NN2C(=O)C(Cl)C2c2ccc([N+](=O)[O-])cc2)cc1. The result is 0 (inactive). (2) The drug is Nc1nc(Cl)c(N)c(NCC2(CO)CC(O)C2)n1. The result is 0 (inactive). (3) The compound is O=C(C(=O)n1ccc2ccccc21)n1ccc2ccccc21. The result is 0 (inactive). (4) The compound is CC1c2cc(c3c(c2O)CN(C(C)C2CCCCC2)CO3)C(C)c2cc(c3c(c2O)CN(C(C)C2CCCCC2)CO3)C(C)c2cc(c3c(c2O)CN(C(C)C2CCCCC2)CO3)C(C)c2cc1c1c(c2O)CN(C(C)C2CCCCC2)CO1. The result is 0 (inactive). (5) The molecule is COc1ccccc1N1C(=O)CSC1c1c[nH]c2ccccc12. The result is 0 (inactive). (6) The drug is CCOC(=O)C12CC(C#N)C1N(Cc1ccccc1)C1ON=C(c3ccc(Cl)cc3)C1C2. The result is 0 (inactive). (7) The result is 0 (inactive). The molecule is CC1(C)CCc2ccc(OCCC#N)cc2O1.